Predict the product of the given reaction. From a dataset of Forward reaction prediction with 1.9M reactions from USPTO patents (1976-2016). (1) Given the reactants C([O:3][C:4](=[O:31])[CH2:5][CH2:6][CH2:7][CH2:8][CH2:9][N:10]1[CH2:15][CH2:14][O:13][C@H:12]([CH2:16][NH:17][C:18](=[O:30])[C:19]2[CH:24]=[C:23]([Cl:25])[C:22]([NH2:26])=[CH:21][C:20]=2[O:27][CH2:28][CH3:29])[CH2:11]1)C.[OH-].[Na+].C(O)(=O)C, predict the reaction product. The product is: [NH2:26][C:22]1[C:23]([Cl:25])=[CH:24][C:19]([C:18]([NH:17][CH2:16][C@@H:12]2[CH2:11][N:10]([CH2:9][CH2:8][CH2:7][CH2:6][CH2:5][C:4]([OH:31])=[O:3])[CH2:15][CH2:14][O:13]2)=[O:30])=[C:20]([O:27][CH2:28][CH3:29])[CH:21]=1. (2) Given the reactants [CH3:1][N:2]1[CH:6]=[C:5]([C:7]2[CH:8]=[C:9]3[C:14](=[CH:15][CH:16]=2)[N:13]([C:17]2[C:21]4[CH2:22][NH:23][CH2:24][CH2:25][C:20]=4[N:19]([CH:26]4[CH2:31][CH2:30][NH:29][C:28](=[O:32])[CH2:27]4)[N:18]=2)[CH2:12][CH2:11][CH2:10]3)[CH:4]=[N:3]1.C(N(CC)CC)C.[C:40](OC(=O)C)(=[O:42])[CH3:41], predict the reaction product. The product is: [C:40]([N:23]1[CH2:24][CH2:25][C:20]2[N:19]([CH:26]3[CH2:31][CH2:30][NH:29][C:28](=[O:32])[CH2:27]3)[N:18]=[C:17]([N:13]3[C:14]4[C:9](=[CH:8][C:7]([C:5]5[CH:4]=[N:3][N:2]([CH3:1])[CH:6]=5)=[CH:16][CH:15]=4)[CH2:10][CH2:11][CH2:12]3)[C:21]=2[CH2:22]1)(=[O:42])[CH3:41]. (3) Given the reactants Cl[C:2]1[C:11]2[C:6](=[CH:7][C:8]([O:13][CH3:14])=[C:9]([F:12])[CH:10]=2)[CH:5]=[C:4]([NH:15][C:16]2[CH:20]=[C:19]([CH:21]3[CH2:23][CH2:22]3)[NH:18][N:17]=2)[N:3]=1, predict the reaction product. The product is: [CH:21]1([C:19]2[NH:18][N:17]=[C:16]([NH:15][C:4]3[N:3]=[C:2]([O:13][CH:8]([CH3:9])[CH3:7])[C:11]4[C:6]([CH:5]=3)=[CH:7][C:8]([O:13][CH3:14])=[C:9]([F:12])[CH:10]=4)[CH:20]=2)[CH2:23][CH2:22]1. (4) Given the reactants [OH:1][C@H:2]1[CH2:7][C@H:6]([N:8]2[CH:16]=[N:15][C:14]3[C:9]2=[N:10][CH:11]=[N:12][C:13]=3[NH2:17])[CH:5]=[CH:4][C@@H:3]1[CH2:18][OH:19], predict the reaction product. The product is: [OH:1][C@@H:2]1[C@@H:3]([CH2:18][OH:19])[CH2:4][CH2:5][C@@H:6]([N:8]2[CH:16]=[N:15][C:14]3[C:9]2=[N:10][CH:11]=[N:12][C:13]=3[NH2:17])[CH2:7]1. (5) Given the reactants CC1(C)CCCC(C)(C)N1.[Li]CCCC.[Cl:16][C:17]1[C:18]2[S:25][CH:24]=[CH:23][C:19]=2[N:20]=[CH:21][N:22]=1.[C:26](=[O:28])=[O:27], predict the reaction product. The product is: [Cl:16][C:17]1[C:18]2[S:25][C:24]([C:26]([OH:28])=[O:27])=[CH:23][C:19]=2[N:20]=[CH:21][N:22]=1. (6) The product is: [Si:1]([O:18][CH2:19][C@@H:20]([C@H:22]1[O:26][N:25]=[C:24]([C:27]#[CH:28])[CH2:23]1)[OH:21])([C:14]([CH3:17])([CH3:16])[CH3:15])([C:8]1[CH:13]=[CH:12][CH:11]=[CH:10][CH:9]=1)[C:2]1[CH:7]=[CH:6][CH:5]=[CH:4][CH:3]=1. Given the reactants [Si:1]([O:18][CH2:19][C@@H:20]([C@H:22]1[O:26][N:25]=[C:24]([C:27]#[C:28][Si](C)(C)C)[CH2:23]1)[OH:21])([C:14]([CH3:17])([CH3:16])[CH3:15])([C:8]1[CH:13]=[CH:12][CH:11]=[CH:10][CH:9]=1)[C:2]1[CH:7]=[CH:6][CH:5]=[CH:4][CH:3]=1.CC(C)=O.CCOC(C)=O, predict the reaction product. (7) Given the reactants Br[C:2]1[S:6][C:5]([C:7]([N:9]([C:11]2[CH:16]=[CH:15][CH:14]=[CH:13][C:12]=2[F:17])[CH3:10])=[O:8])=[CH:4][CH:3]=1.[C:18]1([CH3:27])[CH:23]=[CH:22][CH:21]=[C:20](B(O)O)[CH:19]=1, predict the reaction product. The product is: [F:17][C:12]1[CH:13]=[CH:14][CH:15]=[CH:16][C:11]=1[N:9]([CH3:10])[C:7]([C:5]1[S:6][C:2]([C:20]2[CH:19]=[C:18]([CH3:27])[CH:23]=[CH:22][CH:21]=2)=[CH:3][CH:4]=1)=[O:8].